This data is from Forward reaction prediction with 1.9M reactions from USPTO patents (1976-2016). The task is: Predict the product of the given reaction. (1) Given the reactants [NH2:1][OH:2].[Br:3][C:4]1[N:8]([CH3:9])[C:7]([C:10]2[N:14]([C:15]3[CH:20]=[CH:19][C:18]([OH:21])=[CH:17][C:16]=3[F:22])[N:13]=[C:12]([CH3:23])[C:11]=2[C:24]#[N:25])=[C:6]([CH3:26])[CH:5]=1, predict the reaction product. The product is: [Br:3][C:4]1[N:8]([CH3:9])[C:7]([C:10]2[N:14]([C:15]3[CH:20]=[CH:19][C:18]([OH:21])=[CH:17][C:16]=3[F:22])[N:13]=[C:12]([CH3:23])[C:11]=2[C:24](=[N:1][OH:2])[NH2:25])=[C:6]([CH3:26])[CH:5]=1. (2) Given the reactants Cl[C:2]1[C:3]([CH:5]=[C:6]([NH:10][C:11]2[C:20]3[C:15](=[CH:16][C:17]([O:23][CH2:24][CH2:25][O:26][CH3:27])=[C:18]([O:21][CH3:22])[CH:19]=3)[N:14]=[CH:13][N:12]=2)[C:7](=[O:9])[CH:8]=1)=[O:4].[CH3:28][NH:29][CH2:30][C:31]1[CH:36]=[CH:35][CH:34]=[CH:33][CH:32]=1, predict the reaction product. The product is: [CH2:30]([N:29]([CH3:28])[C:2]1[C:3]([CH:5]=[C:6]([NH:10][C:11]2[C:20]3[C:15](=[CH:16][C:17]([O:23][CH2:24][CH2:25][O:26][CH3:27])=[C:18]([O:21][CH3:22])[CH:19]=3)[N:14]=[CH:13][N:12]=2)[C:7](=[O:9])[CH:8]=1)=[O:4])[C:31]1[CH:36]=[CH:35][CH:34]=[CH:33][CH:32]=1. (3) Given the reactants [O:1]=[C:2]1[NH:11][C:10]2[C:5](=[CH:6][CH:7]=[C:8]([CH2:12][C:13]([OH:15])=O)[CH:9]=2)[N:4]=[CH:3]1.CCN=C=NCCCN(C)C.C1C=CC2N(O)N=NC=2C=1.[CH3:37][NH:38][C@@H:39]([C:47]1[CH:52]=[CH:51][CH:50]=[CH:49][CH:48]=1)[CH2:40][N:41]1[CH2:45][CH2:44][C@H:43]([OH:46])[CH2:42]1, predict the reaction product. The product is: [OH:46][C@H:43]1[CH2:44][CH2:45][N:41]([CH2:40][C@@H:39]([N:38]([CH3:37])[C:13](=[O:15])[CH2:12][C:8]2[CH:9]=[C:10]3[C:5](=[CH:6][CH:7]=2)[N:4]=[CH:3][C:2](=[O:1])[NH:11]3)[C:47]2[CH:52]=[CH:51][CH:50]=[CH:49][CH:48]=2)[CH2:42]1. (4) Given the reactants [CH2:1]([Si:3]([CH2:12]C)([CH2:10]C)[C:4]#[C:5][CH2:6][CH2:7][CH2:8][I:9])C.[C:14]1([P:20]([C:27]2[CH:32]=[CH:31][CH:30]=[CH:29][CH:28]=2)[C:21]2[CH:26]=[CH:25][CH:24]=[CH:23][CH:22]=2)[CH:19]=[CH:18][CH:17]=[CH:16][CH:15]=1.C(OCC)C, predict the reaction product. The product is: [I-:9].[C:27]1([P+:20]([C:14]2[CH:15]=[CH:16][CH:17]=[CH:18][CH:19]=2)([C:21]2[CH:26]=[CH:25][CH:24]=[CH:23][CH:22]=2)[CH2:8][CH2:7][CH2:6][C:5]#[C:4][Si:3]([CH3:1])([CH3:10])[CH3:12])[CH:28]=[CH:29][CH:30]=[CH:31][CH:32]=1. (5) Given the reactants [Cl:1][C:2]1[N:10]=[C:9]2[C:5]([N:6]=[CH:7][N:8]2[CH:11]([CH3:14])[CH2:12][CH3:13])=[C:4](Cl)[N:3]=1.C(O)CCC.[F:21][C:22]([F:32])([F:31])[O:23][C:24]1[CH:29]=[CH:28][C:27]([NH2:30])=[CH:26][CH:25]=1, predict the reaction product. The product is: [Cl:1][C:2]1[N:10]=[C:9]2[C:5]([N:6]=[CH:7][N:8]2[CH:11]([CH3:14])[CH2:12][CH3:13])=[C:4]([NH:30][C:27]2[CH:28]=[CH:29][C:24]([O:23][C:22]([F:21])([F:31])[F:32])=[CH:25][CH:26]=2)[N:3]=1. (6) Given the reactants [CH3:1][N:2]([CH2:4][C:5]1[C:6]2[CH:7]=[CH:8][CH:9]=[CH:10][C:11]=2[O:12][C:13]=1[C:14]([NH:16][CH2:17][CH2:18][O:19][C:20]1[CH:21]=[CH:22][C:23]([C:26]([NH:28][OH:29])=[O:27])=[CH:24][CH:25]=1)=[O:15])[CH3:3].C(O)(C)C.O.O.[C:36]1([CH3:46])[CH:41]=[CH:40][C:39]([S:42]([OH:45])(=[O:44])=[O:43])=[CH:38][CH:37]=1, predict the reaction product. The product is: [CH3:3][N:2]([CH2:4][C:5]1[C:6]2[CH:7]=[CH:8][CH:9]=[CH:10][C:11]=2[O:12][C:13]=1[C:14]([NH:16][CH2:17][CH2:18][O:19][C:20]1[CH:21]=[CH:22][C:23]([C:26]([NH:28][OH:29])=[O:27])=[CH:24][CH:25]=1)=[O:15])[CH3:1].[S:42]([C:39]1[CH:40]=[CH:41][C:36]([CH3:46])=[CH:37][CH:38]=1)([O-:45])(=[O:44])=[O:43]. (7) Given the reactants C1(CCN2C3C(=CC=CC=3)C(=O)C2=O)CC1.[Cl:17][C:18]1[CH:35]=[CH:34][C:21]([CH2:22][N:23]2[C:31]3[C:26](=[CH:27][CH:28]=[CH:29][CH:30]=3)[C:25](=[O:32])[C:24]2=[O:33])=[CH:20][CH:19]=1.O1C2C=CC(O)=CC=2OC1.[CH2:46]([O:53][C:54]1[CH:59]=[CH:58][C:57]([OH:60])=[CH:56][CH:55]=1)[C:47]1[CH:52]=[CH:51][CH:50]=[CH:49][CH:48]=1, predict the reaction product. The product is: [CH2:46]([O:53][C:54]1[CH:59]=[CH:58][C:57]([OH:60])=[C:56]([C:25]2([OH:32])[C:26]3[C:31](=[CH:30][CH:29]=[CH:28][CH:27]=3)[N:23]([CH2:22][C:21]3[CH:20]=[CH:19][C:18]([Cl:17])=[CH:35][CH:34]=3)[C:24]2=[O:33])[CH:55]=1)[C:47]1[CH:48]=[CH:49][CH:50]=[CH:51][CH:52]=1. (8) Given the reactants [CH3:1][N:2]1[CH2:7][CH2:6][CH:5]([CH2:8][C:9]2[CH:10]=[C:11]([C:15]3[CH:20]=[CH:19][CH:18]=[C:17]([CH2:21][NH2:22])[CH:16]=3)[CH:12]=[CH:13][CH:14]=2)[CH2:4][CH2:3]1.[CH2:23]([N:25]1[C:29]2=[N:30][C:31]([CH2:54][CH3:55])=[C:32]([CH2:41][NH:42][C:43]([C:45]3[CH:46]=[C:47]([CH:51]=[CH:52][CH:53]=3)[C:48](O)=[O:49])=[O:44])[C:33]([NH:34][CH:35]3[CH2:40][CH2:39][O:38][CH2:37][CH2:36]3)=[C:28]2[CH:27]=[N:26]1)[CH3:24].CN(C(ON1N=NC2C=CC=CC1=2)=[N+](C)C)C.F[P-](F)(F)(F)(F)F, predict the reaction product. The product is: [CH2:23]([N:25]1[C:29]2=[N:30][C:31]([CH2:54][CH3:55])=[C:32]([CH2:41][NH:42][C:43]([C:45]3[CH:53]=[CH:52][CH:51]=[C:47]([C:48]([NH:22][CH2:21][C:17]4[CH:16]=[C:15]([C:11]5[CH:12]=[CH:13][CH:14]=[C:9]([CH2:8][CH:5]6[CH2:6][CH2:7][N:2]([CH3:1])[CH2:3][CH2:4]6)[CH:10]=5)[CH:20]=[CH:19][CH:18]=4)=[O:49])[CH:46]=3)=[O:44])[C:33]([NH:34][CH:35]3[CH2:40][CH2:39][O:38][CH2:37][CH2:36]3)=[C:28]2[CH:27]=[N:26]1)[CH3:24]. (9) Given the reactants Cl.[NH2:2][C@H:3]1[C:12]2[C:7]3=[C:8]([C:13]4[N:14]([C:17]5[CH:18]=C(C(OC)=O)[CH:20]=[CH:21][C:22]=5[C:23]=4[CH:24]4[CH2:29][CH2:28][CH2:27][CH2:26][CH2:25]4)[CH2:15][CH2:16][N:6]3[CH2:5][CH2:4]1)[CH:9]=[CH:10][CH:11]=2.[CH3:34][C:35](C)=O.[CH3:38][C:39]([OH:41])=[O:40].[BH-](O[C:52]([CH3:54])=O)(OC(C)=O)OC(C)=O.[Na+].C([O-])(O)=O.[Na+], predict the reaction product. The product is: [CH:24]1([C:23]2[C:22]3[CH:21]=[CH:20][C:38]([C:39]([OH:41])=[O:40])=[CH:18][C:17]=3[N:14]3[C:13]=2[C:8]2=[C:7]4[C:12](=[CH:11][CH:10]=[CH:9]2)[CH:3]([N:2]2[CH2:54][CH2:52][CH2:35][CH2:34]2)[CH2:4][CH2:5][N:6]4[CH2:16][CH2:15]3)[CH2:29][CH2:28][CH2:27][CH2:26][CH2:25]1. (10) Given the reactants [F:1][C:2]1[CH:3]=[C:4]2[C:8](=[CH:9][CH:10]=1)[NH:7][CH:6]=[C:5]2[CH2:11][CH2:12][CH2:13][OH:14].[F:15][C:16]1[CH:24]=[C:23]2[C:19]([C:20]([CH2:25][CH2:26][CH2:27][OH:28])=[CH:21][NH:22]2)=[CH:18][CH:17]=1.N1C2C(=CC=CC=2)C=C1, predict the reaction product. The product is: [F:1][C:2]1[CH:3]=[C:4]2[C:8](=[CH:9][CH:10]=1)[NH:7][CH:6]=[C:5]2[CH2:11][CH2:12][CH:13]=[O:14].[F:15][C:16]1[CH:24]=[C:23]2[C:19]([C:20]([CH2:25][CH2:26][CH:27]=[O:28])=[CH:21][NH:22]2)=[CH:18][CH:17]=1.